This data is from Forward reaction prediction with 1.9M reactions from USPTO patents (1976-2016). The task is: Predict the product of the given reaction. (1) Given the reactants [Cl:1][C:2]1[N:7]=[C:6]2[O:8][C:9]3[C:14]([C@H:15]([C:16]([CH3:21])([CH3:20])[C:17](O)=[O:18])[C:5]2=[CH:4][CH:3]=1)=[CH:13][CH:12]=[CH:11][CH:10]=3.C(N(CC)CC)C.N1(OC(N(C)C)=[N+](C)C)C2N=CC=CC=2N=N1.F[P-](F)(F)(F)(F)F.[S:53]1[CH:57]=[N:56][N:55]=[C:54]1[NH2:58].Cl, predict the reaction product. The product is: [Cl:1][C:2]1[N:7]=[C:6]2[O:8][C:9]3[C:14]([C@H:15]([C:16]([CH3:21])([CH3:20])[C:17]([NH:58][C:54]4[S:53][CH:57]=[N:56][N:55]=4)=[O:18])[C:5]2=[CH:4][CH:3]=1)=[CH:13][CH:12]=[CH:11][CH:10]=3. (2) Given the reactants C(O[CH:5]([C:7]1[CH:12]=[C:11]([O:13][C:14](=[O:16])[CH3:15])[CH:10]=[C:9]([O:17][C:18](=[O:20])[CH3:19])[CH:8]=1)[CH3:6])(=O)C, predict the reaction product. The product is: [C:14]([O:13][C:11]1[CH:12]=[C:7]([CH:8]=[C:9]([O:17][C:18](=[O:20])[CH3:19])[CH:10]=1)[CH:5]=[CH2:6])(=[O:16])[CH3:15]. (3) Given the reactants [Cl:1][C:2]1[CH:7]=[CH:6][C:5]([C:8]([C:16]2[CH:17]=[C:18]3[C:23](=[CH:24][CH:25]=2)[N:22]=[C:21](Cl)[C:20]([O:27][CH2:28][CH3:29])=[C:19]3[Cl:30])([C:10]2[N:14]([CH3:15])[CH:13]=[N:12][CH:11]=2)[OH:9])=[CH:4][CH:3]=1.[C:31](O)(C(F)(F)F)=[O:32].C[O-].[Na+], predict the reaction product. The product is: [Cl:30][C:19]1[C:18]2[C:23](=[CH:24][CH:25]=[C:16]([C:8]([C:5]3[CH:6]=[CH:7][C:2]([Cl:1])=[CH:3][CH:4]=3)([C:10]3[N:14]([CH3:15])[CH:13]=[N:12][CH:11]=3)[OH:9])[CH:17]=2)[N:22]=[C:21]([O:32][CH3:31])[C:20]=1[O:27][CH2:28][CH3:29]. (4) Given the reactants Cl[C:2]1[N:7]=[C:6]([C:8]2[O:12][C:11]([C:13]([CH3:16])([CH3:15])[CH3:14])=[N:10][C:9]=2[C:17]2[C:18]([F:35])=[C:19]([NH:23][S:24]([C:27]3[CH:32]=[C:31]([F:33])[CH:30]=[CH:29][C:28]=3[F:34])(=[O:26])=[O:25])[CH:20]=[CH:21][CH:22]=2)[CH:5]=[CH:4][N:3]=1.[OH-].[NH4+:37], predict the reaction product. The product is: [NH2:37][C:2]1[N:7]=[C:6]([C:8]2[O:12][C:11]([C:13]([CH3:16])([CH3:15])[CH3:14])=[N:10][C:9]=2[C:17]2[C:18]([F:35])=[C:19]([NH:23][S:24]([C:27]3[CH:32]=[C:31]([F:33])[CH:30]=[CH:29][C:28]=3[F:34])(=[O:26])=[O:25])[CH:20]=[CH:21][CH:22]=2)[CH:5]=[CH:4][N:3]=1. (5) Given the reactants [CH2:1]([O:3][C:4]([C:6]1[C:11](=[O:12])[N:10]([CH2:13][C:14]2[CH:19]=[CH:18][CH:17]=[C:16]([F:20])[CH:15]=2)[C:9]2[CH:21]=[CH:22][S:23][C:8]=2[C:7]=1Cl)=[O:5])[CH3:2].[NH:25]1[CH2:30][CH2:29][NH:28][CH2:27][CH2:26]1, predict the reaction product. The product is: [CH2:1]([O:3][C:4]([C:6]1[C:11](=[O:12])[N:10]([CH2:13][C:14]2[CH:19]=[CH:18][CH:17]=[C:16]([F:20])[CH:15]=2)[C:9]2[CH:21]=[CH:22][S:23][C:8]=2[C:7]=1[N:25]1[CH2:30][CH2:29][NH:28][CH2:27][CH2:26]1)=[O:5])[CH3:2]. (6) Given the reactants [CH2:1]([NH2:4])[C:2]#[CH:3].[C:5](O[C:5]([O:7][C:8]([CH3:11])([CH3:10])[CH3:9])=[O:6])([O:7][C:8]([CH3:11])([CH3:10])[CH3:9])=[O:6], predict the reaction product. The product is: [C:8]([O:7][C:5](=[O:6])[NH:4][CH2:1][C:2]#[CH:3])([CH3:11])([CH3:10])[CH3:9]. (7) Given the reactants CS([O:5][C:6]1[CH:7]=[C:8]2[C:34](=[CH:35][C:36]=1[CH3:37])[O:33][C:11]1([CH2:20][C:19]([CH3:22])([CH3:21])[C:18]3[C:13](=[CH:14][C:15]([CH3:32])=[C:16]([O:23][CH2:24][CH2:25][CH2:26]OS(C)(=O)=O)[CH:17]=3)[O:12]1)[CH2:10][C:9]2([CH3:39])[CH3:38])(=O)=O.[NH:40]1[CH:44]=[CH:43][CH:42]=[N:41]1.[H-].[Na+].[OH-].[Na+].Cl, predict the reaction product. The product is: [OH:5][C:6]1[CH:7]=[C:8]2[C:34](=[CH:35][C:36]=1[CH3:37])[O:33][C:11]1([CH2:20][C:19]([CH3:21])([CH3:22])[C:18]3[C:13](=[CH:14][C:15]([CH3:32])=[C:16]([O:23][CH2:24][CH2:25][CH2:26][N:40]4[CH:44]=[CH:43][CH:42]=[N:41]4)[CH:17]=3)[O:12]1)[CH2:10][C:9]2([CH3:39])[CH3:38]. (8) The product is: [C:1]1([C:7]2([C:21]3[CH:26]=[CH:25][CH:24]=[CH:23][CH:22]=3)[C:16]3[CH:17]=[CH:18][CH:19]=[CH:20][C:15]=3[C:10]3[C:9]2=[CH:14][CH:13]=[CH:12][CH:11]=3)[CH:6]=[CH:5][CH:4]=[CH:3][CH:2]=1. Given the reactants [C:1]1([C:7]([C:21]2[CH:26]=[CH:25][CH:24]=[CH:23][CH:22]=2)([C:9]2[C:10]([C:15]3[CH:20]=[CH:19][CH:18]=[CH:17][CH:16]=3)=[CH:11][CH:12]=[CH:13][CH:14]=2)O)[CH:6]=[CH:5][CH:4]=[CH:3][CH:2]=1.FC(F)(F)C(O)=O.C([O-])(O)=O.[Na+], predict the reaction product.